This data is from Full USPTO retrosynthesis dataset with 1.9M reactions from patents (1976-2016). The task is: Predict the reactants needed to synthesize the given product. (1) Given the product [Cl:16][C:14]1[CH:13]=[CH:12][C:11]([O:17][CH2:18][C:19]([N:21]2[CH2:26][C@H:25]([CH3:27])[N:24]([CH2:28][C:29]3[CH:30]=[CH:31][C:32]([F:35])=[CH:33][CH:34]=3)[CH2:23][C@H:22]2[CH3:36])=[O:20])=[C:10]([CH:15]=1)[CH2:9][O:8][CH2:7][C:6]([OH:37])=[O:5], predict the reactants needed to synthesize it. The reactants are: C([O:5][C:6](=[O:37])[CH2:7][O:8][CH2:9][C:10]1[CH:15]=[C:14]([Cl:16])[CH:13]=[CH:12][C:11]=1[O:17][CH2:18][C:19]([N:21]1[CH2:26][C@H:25]([CH3:27])[N:24]([CH2:28][C:29]2[CH:34]=[CH:33][C:32]([F:35])=[CH:31][CH:30]=2)[CH2:23][C@H:22]1[CH3:36])=[O:20])(C)(C)C.FC(F)(F)C(O)=O.Cl. (2) Given the product [Cl:8][C:6]1[CH:7]=[C:2]([CH:3]=[C:4]([C@@H:9]2[C:24]3([C:32]4[C:27](=[CH:28][C:29]([Cl:33])=[CH:30][CH:31]=4)[NH:26][C:25]3=[O:34])[C:16]3([CH2:21][CH2:20][C:19]([CH3:22])([CH3:23])[CH2:18][CH2:17]3)[N:15]3[C@H:10]2[C:11](=[O:47])[O:12][C@@H:13]([C:41]2[CH:42]=[CH:43][CH:44]=[CH:45][CH:46]=2)[C@H:14]3[C:35]2[CH:36]=[CH:37][CH:38]=[CH:39][CH:40]=2)[CH:5]=1)[C:55]([O:56][CH3:48])=[O:58], predict the reactants needed to synthesize it. The reactants are: Br[C:2]1[CH:3]=[C:4]([C@@H:9]2[C@:24]3([C:32]4[C:27](=[CH:28][C:29]([Cl:33])=[CH:30][CH:31]=4)[NH:26][C:25]3=[O:34])[C:16]3([CH2:21][CH2:20][C:19]([CH3:23])([CH3:22])[CH2:18][CH2:17]3)[N:15]3[C@H:10]2[C:11](=[O:47])[O:12][C@@H:13]([C:41]2[CH:46]=[CH:45][CH:44]=[CH:43][CH:42]=2)[C@H:14]3[C:35]2[CH:40]=[CH:39][CH:38]=[CH:37][CH:36]=2)[CH:5]=[C:6]([Cl:8])[CH:7]=1.[CH2:48](N(CC)CC)C.[C:55](=[O:58])(O)[O-:56].[Na+]. (3) Given the product [NH2:1][C:2]1[C:7]2=[C:8]([C:19]3[S:20][C:21]4[C:27]([O:28][CH3:29])=[CH:26][C:25]([CH3:30])=[CH:24][C:22]=4[CH:23]=3)[C:9]([CH2:11][O:12][CH2:13][C:14]([OH:16])=[O:15])=[CH:10][N:6]2[N:5]=[CH:4][N:3]=1, predict the reactants needed to synthesize it. The reactants are: [NH2:1][C:2]1[C:7]2=[C:8]([C:19]3[S:20][C:21]4[C:27]([O:28][CH3:29])=[CH:26][C:25]([CH3:30])=[CH:24][C:22]=4[CH:23]=3)[C:9]([CH2:11][O:12][CH2:13][C:14]([O:16]CC)=[O:15])=[CH:10][N:6]2[N:5]=[CH:4][N:3]=1.C(O)(C(F)(F)F)=O. (4) Given the product [CH3:44][O:45][C:46](=[O:58])[C@H:47]([O:42][C:41]1[CH:40]=[CH:39][C:38]([F:43])=[C:34]([C:35](=[O:36])[NH2:37])[C:33]=1[F:32])[CH2:48][O:49][CH2:50][C:51]1[CH:52]=[CH:53][CH:54]=[CH:55][CH:56]=1, predict the reactants needed to synthesize it. The reactants are: C1(P(C2C=CC=CC=2)C2C=CC=CC=2)C=CC=CC=1.CCOC(/N=N/C(OCC)=O)=O.[F:32][C:33]1[C:41]([OH:42])=[CH:40][CH:39]=[C:38]([F:43])[C:34]=1[C:35]([NH2:37])=[O:36].[CH3:44][O:45][C:46](=[O:58])[C@@H:47](O)[CH2:48][O:49][CH2:50][C:51]1[CH:56]=[CH:55][CH:54]=[CH:53][CH:52]=1. (5) Given the product [CH3:5][N:6]1[CH:10]=[CH:9][C:8]([C:11]([OH:13])([C:1]#[CH:2])[CH3:12])=[N:7]1, predict the reactants needed to synthesize it. The reactants are: [C:1]([Mg]Br)#[CH:2].[CH3:5][N:6]1[CH:10]=[CH:9][C:8]([C:11](=[O:13])[CH3:12])=[N:7]1.